From a dataset of Full USPTO retrosynthesis dataset with 1.9M reactions from patents (1976-2016). Predict the reactants needed to synthesize the given product. (1) Given the product [CH3:1][O:2][C:3]([C:4]1[CH:9]=[CH:8][C:7]([C:16]2[CH:21]=[CH:20][CH:19]=[CH:18][CH:17]=2)=[C:6]([N+:11]([O-:13])=[O:12])[CH:5]=1)=[O:14], predict the reactants needed to synthesize it. The reactants are: [CH3:1][O:2][C:3](=[O:14])[C:4]1[CH:9]=[CH:8][C:7](Br)=[C:6]([N+:11]([O-:13])=[O:12])[CH:5]=1.I[C:16]1[CH:21]=[CH:20][CH:19]=[CH:18][CH:17]=1. (2) Given the product [NH:39]1[C:38]([CH2:37][N:30]([C:23]2[CH:24]=[C:25]([O:28][CH3:29])[CH:26]=[CH:27][C:22]=2[NH:21][C:3]2[C:2]([Cl:1])=[CH:7][N:6]=[C:5]([NH:8][C:9]3[CH:10]=[C:11]([O:19][CH3:20])[C:12]([O:17][CH3:18])=[C:13]([O:15][CH3:16])[CH:14]=3)[N:4]=2)[S:31]([CH3:34])(=[O:33])=[O:32])=[CH:42][N:41]=[CH:40]1, predict the reactants needed to synthesize it. The reactants are: [Cl:1][C:2]1[C:3]([NH:21][C:22]2[CH:27]=[CH:26][C:25]([O:28][CH3:29])=[CH:24][C:23]=2[NH:30][S:31]([CH3:34])(=[O:33])=[O:32])=[N:4][C:5]([NH:8][C:9]2[CH:14]=[C:13]([O:15][CH3:16])[C:12]([O:17][CH3:18])=[C:11]([O:19][CH3:20])[CH:10]=2)=[N:6][CH:7]=1.Cl.Cl[CH2:37][C:38]1[N:39]=[CH:40][NH:41][CH:42]=1.C(=O)([O-])[O-].[Cs+].[Cs+]. (3) Given the product [C:1]([NH:9][CH:10]1[CH2:11][N:12]([CH:14]2[CH2:38][N:35]([C:28]([O:30][C:31]([CH3:34])([CH3:33])[CH3:32])=[O:29])[CH2:36]2)[CH2:13]1)(=[O:8])[C:2]1[CH:3]=[CH:4][CH:5]=[CH:6][CH:7]=1, predict the reactants needed to synthesize it. The reactants are: [C:1]([NH:9][CH:10]1[CH2:13][N:12]([C:14](OC(C)(C)C)=O)[CH2:11]1)(=[O:8])[C:2]1[CH:7]=[CH:6][CH:5]=[CH:4][CH:3]=1.C(C(O)=O)(F)(F)F.[C:28]([N:35]1[CH2:38]C(=O)[CH2:36]1)([O:30][C:31]([CH3:34])([CH3:33])[CH3:32])=[O:29].[BH-](OC(C)=O)(OC(C)=O)OC(C)=O.[Na+]. (4) Given the product [N+:18]([C:17]1[CH:16]=[CH:15][C:14]([O:21][CH2:25][CH:24]=[CH2:23])=[CH:13][CH:12]=1)([O-:20])=[O:19], predict the reactants needed to synthesize it. The reactants are: C(=O)([O-])[O-].[K+].[K+].CN(C)C=O.[CH:12]1[C:17]([N+:18]([O-:20])=[O:19])=[CH:16][CH:15]=[C:14]([OH:21])[CH:13]=1.Br[CH2:23][CH:24]=[CH2:25]. (5) Given the product [N:16]1([C:2]2[CH:9]=[CH:8][C:5]([C:6]#[N:7])=[CH:4][CH:3]=2)[CH:20]=[CH:19][N:18]=[N:17]1, predict the reactants needed to synthesize it. The reactants are: F[C:2]1[CH:9]=[CH:8][C:5]([C:6]#[N:7])=[CH:4][CH:3]=1.C([O-])([O-])=O.[Cs+].[Cs+].[NH:16]1[CH:20]=[CH:19][N:18]=[N:17]1.CN(C)C=O. (6) Given the product [N+:10]([C:13]1[CH:14]=[CH:15][C:16]([C:17]([O:9][CH:1]2[CH2:8][CH2:7][CH2:6][CH2:5][CH2:4][CH:3]=[CH:2]2)=[O:18])=[CH:20][CH:21]=1)([O-:12])=[O:11], predict the reactants needed to synthesize it. The reactants are: [CH:1]1([OH:9])[CH2:8][CH2:7][CH2:6][CH2:5][CH2:4][CH:3]=[CH:2]1.[N+:10]([C:13]1[CH:21]=[CH:20][C:16]([C:17](Cl)=[O:18])=[CH:15][CH:14]=1)([O-:12])=[O:11]. (7) Given the product [CH3:1][S:2]([O:14][CH2:13][C:10]1[CH:9]=[CH:8][C:7]([F:6])=[CH:12][N:11]=1)(=[O:4])=[O:3], predict the reactants needed to synthesize it. The reactants are: [CH3:1][S:2](Cl)(=[O:4])=[O:3].[F:6][C:7]1[CH:8]=[CH:9][C:10]([CH2:13][OH:14])=[N:11][CH:12]=1.C(N(CC)C(C)C)(C)C. (8) The reactants are: Cl[C:2]1[CH:7]=[C:6]([C:8]2[CH:13]=[CH:12][CH:11]=[CH:10][CH:9]=2)[N:5]=[C:4]([NH2:14])[N:3]=1.C(N(CC)CC)C.[C:22]1([C:28]#[CH:29])[CH:27]=[CH:26][CH:25]=[CH:24][CH:23]=1. Given the product [C:8]1([C:6]2[CH:7]=[C:2]([C:29]#[C:28][C:22]3[CH:27]=[CH:26][CH:25]=[CH:24][CH:23]=3)[N:3]=[C:4]([NH2:14])[N:5]=2)[CH:13]=[CH:12][CH:11]=[CH:10][CH:9]=1, predict the reactants needed to synthesize it.